This data is from Forward reaction prediction with 1.9M reactions from USPTO patents (1976-2016). The task is: Predict the product of the given reaction. (1) Given the reactants C(=O)([O-])[O-].[Na+].[Na+].[F:7][C:8]1[C:13]([F:14])=[C:12]([F:15])[CH:11]=[CH:10][C:9]=1[OH:16].[CH2:17](Br)[C:18]1[CH:23]=[CH:22][CH:21]=[CH:20][CH:19]=1, predict the reaction product. The product is: [CH2:17]([O:16][C:9]1[CH:10]=[CH:11][C:12]([F:15])=[C:13]([F:14])[C:8]=1[F:7])[C:18]1[CH:23]=[CH:22][CH:21]=[CH:20][CH:19]=1. (2) Given the reactants [CH3:1][O:2][C:3](=[O:61])[NH:4][CH:5]([C:9]([N:11]1[CH2:15][CH2:14][CH2:13][CH:12]1[C:16]1[NH:17][C:18]([C:21]2[CH:26]=[CH:25][C:24]([C:27]3[CH:36]=[CH:35][C:34]4[C:29](=[CH:30][CH:31]=[C:32]([C:37]5[NH:38][C:39]([C@@H:42]6[CH2:46][CH2:45][CH2:44][N:43]6[C:47](=[O:60])[CH:48]([NH:55][C:56]([O:58][CH3:59])=[O:57])[C:49]6[CH:54]=[CH:53][CH:52]=[CH:51][CH:50]=6)=[N:40][CH:41]=5)[CH:33]=4)[CH:28]=3)=[CH:23][CH:22]=2)=[CH:19][N:20]=1)=[O:10])[CH:6]([CH3:8])[CH3:7].COC(N[C@H](C1C=CC=CC=1)C(O)=O)=O, predict the reaction product. The product is: [CH3:1][O:2][C:3](=[O:61])[NH:4][CH:5]([C:9]([N:11]1[CH2:15][CH2:14][CH2:13][CH:12]1[C:16]1[NH:17][C:18]([C:21]2[CH:22]=[CH:23][C:24]([C:27]3[CH:36]=[CH:35][C:34]4[C:29](=[CH:30][CH:31]=[C:32]([C:37]5[NH:38][C:39]([CH:42]6[CH2:46][CH2:45][CH2:44][N:43]6[C:47](=[O:60])[CH:48]([NH:55][C:56]([O:58][CH3:59])=[O:57])[C:49]6[CH:54]=[CH:53][CH:52]=[CH:51][CH:50]=6)=[N:40][CH:41]=5)[CH:33]=4)[CH:28]=3)=[CH:25][CH:26]=2)=[CH:19][N:20]=1)=[O:10])[CH:6]([CH3:8])[CH3:7]. (3) Given the reactants Cl[CH2:2][C:3]1[C:12]([C:13]2[CH:18]=[CH:17][CH:16]=[CH:15][C:14]=2[O:19][CH3:20])=[CH:11][CH:10]=[C:9]2[C:4]=1[C:5]([CH3:23])=[CH:6][C:7]([CH3:22])([CH3:21])[NH:8]2.[C:24]1([OH:30])[CH:29]=[CH:28][CH:27]=[CH:26][CH:25]=1.C(=O)([O-])[O-].[K+].[K+], predict the reaction product. The product is: [CH3:20][O:19][C:14]1[CH:15]=[CH:16][CH:17]=[CH:18][C:13]=1[C:12]1[C:3]([CH2:2][O:30][C:24]2[CH:29]=[CH:28][CH:27]=[CH:26][CH:25]=2)=[C:4]2[C:9](=[CH:10][CH:11]=1)[NH:8][C:7]([CH3:22])([CH3:21])[CH:6]=[C:5]2[CH3:23]. (4) Given the reactants Cl.[NH2:2][OH:3].[CH3:4][O:5][C:6](=[O:38])[CH2:7][CH2:8][C:9]1[CH:14]=[CH:13][C:12]([O:15][CH2:16][CH2:17][C@H:18]([O:20][C:21]2[CH:26]=[CH:25][C:24]([CH2:27][CH3:28])=[CH:23][C:22]=2[C:29](=O)[C:30]2[CH:35]=[CH:34][CH:33]=[CH:32][CH:31]=2)[CH3:19])=[CH:11][C:10]=1[CH3:37], predict the reaction product. The product is: [CH3:4][O:5][C:6](=[O:38])[CH2:7][CH2:8][C:9]1[CH:14]=[CH:13][C:12]([O:15][CH2:16][CH2:17][C@H:18]([O:20][C:21]2[CH:26]=[CH:25][C:24]([CH2:27][CH3:28])=[CH:23][C:22]=2[C:29](=[N:2][OH:3])[C:30]2[CH:35]=[CH:34][CH:33]=[CH:32][CH:31]=2)[CH3:19])=[CH:11][C:10]=1[CH3:37]. (5) Given the reactants [NH2:1][C:2]1[CH:3]=[CH:4][C:5]([F:20])=[C:6]([C@:8]2([CH3:19])[CH2:13][C@@H:12]([C:14]([F:17])([F:16])[F:15])[O:11][C:10]([NH2:18])=[N:9]2)[CH:7]=1.[F:21][C:22]([F:34])([F:33])[O:23][C:24]1[CH:25]=[CH:26][C:27]([C:30](O)=[O:31])=[N:28][CH:29]=1, predict the reaction product. The product is: [NH2:18][C:10]1[O:11][C@H:12]([C:14]([F:16])([F:17])[F:15])[CH2:13][C@:8]([C:6]2[CH:7]=[C:2]([NH:1][C:30](=[O:31])[C:27]3[CH:26]=[CH:25][C:24]([O:23][C:22]([F:33])([F:21])[F:34])=[CH:29][N:28]=3)[CH:3]=[CH:4][C:5]=2[F:20])([CH3:19])[N:9]=1. (6) Given the reactants [SH:1][C:2]1[CH:7]=[CH:6][CH:5]=[CH:4][C:3]=1[C:8]([CH3:14])([CH3:13])[CH2:9][C:10]([OH:12])=[O:11].[CH:15]1[CH:20]=[C:19]([S:21][S:21][C:19]2[N:18]=[CH:17][CH:16]=[CH:15][CH:20]=2)[N:18]=[CH:17][CH:16]=1, predict the reaction product. The product is: [CH3:13][C:8]([C:3]1[CH:4]=[CH:5][CH:6]=[CH:7][C:2]=1[S:1][S:21][C:19]1[CH:20]=[CH:15][CH:16]=[CH:17][N:18]=1)([CH3:14])[CH2:9][C:10]([OH:12])=[O:11]. (7) Given the reactants [CH3:1][C:2]1([CH3:9])[CH2:5][CH:4]([C:6]([OH:8])=O)[CH2:3]1.CN(C(ON1N=NC2C=CC=NC1=2)=[N+](C)C)C.F[P-](F)(F)(F)(F)F.C(N(C(C)C)C(C)C)C.[F:43][C:44]1[CH:45]=[C:46]([CH2:61][N:62]2[CH2:67][CH2:66][NH:65][C@@H:64]([CH3:68])[CH2:63]2)[C:47]([CH3:60])=[C:48]([NH:50][C:51](=[O:59])[C:52]2[CH:57]=[CH:56][C:55]([CH3:58])=[N:54][CH:53]=2)[CH:49]=1, predict the reaction product. The product is: [CH3:9][C:2]1([CH3:1])[CH2:3][CH:4]([C:6]([N:65]2[CH2:66][CH2:67][N:62]([CH2:61][C:46]3[C:47]([CH3:60])=[C:48]([NH:50][C:51](=[O:59])[C:52]4[CH:57]=[CH:56][C:55]([CH3:58])=[N:54][CH:53]=4)[CH:49]=[C:44]([F:43])[CH:45]=3)[CH2:63][C@@H:64]2[CH3:68])=[O:8])[CH2:5]1. (8) Given the reactants [C:1]([NH:4][C:5]([CH2:16][CH2:17][C:18]1[CH:23]=[CH:22][C:21]([S:24][C:25]2[CH:30]=[CH:29][C:28]([C:31](=O)[CH2:32][O:33][C:34](=O)[CH:35]([CH3:37])[CH3:36])=[CH:27][CH:26]=2)=[CH:20][CH:19]=1)([C:11]([O:13][CH2:14][CH3:15])=[O:12])[C:6]([O:8][CH2:9][CH3:10])=[O:7])(=[O:3])[CH3:2].C([NH2:43])(=O)C.B(F)(F)F.CCOCC, predict the reaction product. The product is: [C:1]([NH:4][C:5]([CH2:16][CH2:17][C:18]1[CH:23]=[CH:22][C:21]([S:24][C:25]2[CH:30]=[CH:29][C:28]([C:31]3[N:43]=[C:34]([CH:35]([CH3:36])[CH3:37])[O:33][CH:32]=3)=[CH:27][CH:26]=2)=[CH:20][CH:19]=1)([C:11]([O:13][CH2:14][CH3:15])=[O:12])[C:6]([O:8][CH2:9][CH3:10])=[O:7])(=[O:3])[CH3:2]. (9) Given the reactants [CH2:1]([C:3]1[S:28][C:6]2[N:7]([CH2:13][C:14]3[CH:19]=[CH:18][C:17]([C:20]4[C:21]([C:26]#[N:27])=[CH:22][CH:23]=[CH:24][CH:25]=4)=[CH:16][CH:15]=3)[C:8](=[O:12])[O:9][C:10](=O)[C:5]=2[CH:4]=1)[CH3:2].[NH2:29][CH2:30]C(O)=O, predict the reaction product. The product is: [CH2:1]([C:3]1[S:28][C:6]2[N:7]([CH2:13][C:14]3[CH:19]=[CH:18][C:17]([C:20]4[C:21]([C:26]#[N:27])=[CH:22][CH:23]=[CH:24][CH:25]=4)=[CH:16][CH:15]=3)[C:8](=[O:12])[CH2:30][NH:29][C:10](=[O:9])[C:5]=2[CH:4]=1)[CH3:2].